The task is: Predict the reactants needed to synthesize the given product.. This data is from Full USPTO retrosynthesis dataset with 1.9M reactions from patents (1976-2016). (1) Given the product [CH2:1]([O:8][C:9]1[CH:16]=[CH:15][CH:14]=[C:11]([CH2:12][Cl:21])[CH:10]=1)[C:2]1[CH:7]=[CH:6][CH:5]=[CH:4][CH:3]=1, predict the reactants needed to synthesize it. The reactants are: [CH2:1]([O:8][C:9]1[CH:10]=[C:11]([CH:14]=[CH:15][CH:16]=1)[CH2:12]O)[C:2]1[CH:7]=[CH:6][CH:5]=[CH:4][CH:3]=1.CS([Cl:21])(=O)=O.C(N(CC)CC)C. (2) Given the product [F:1][C:2]1[C:16]([O:21][CH3:18])=[C:30]([CH:5]=[CH:4][CH:3]=1)[CH:29]=[O:28], predict the reactants needed to synthesize it. The reactants are: [F:1][C:2]1[CH:16]=CC=[C:4]([CH2:5]C2C=CC=CC=2C=O)[C:3]=1O.[C:18](=[O:21])([O-])[O-].[K+].[K+].CI.C([O:28][CH2:29][CH3:30])C. (3) Given the product [O:1]1[C:6]2[CH:7]=[CH:8][CH:9]=[CH:10][C:5]=2[NH:4][CH2:3][CH2:2]1, predict the reactants needed to synthesize it. The reactants are: [O:1]1[C:6]2[CH:7]=[CH:8][CH:9]=[CH:10][C:5]=2[NH:4][C:3](=O)[CH2:2]1.[H-].[Al+3].[Li+].[H-].[H-].[H-].N.O. (4) Given the product [Cl:14][C:7]1[CH:8]=[C:9]2[C:4](=[CH:5][C:6]=1[O:15][CH2:16][CH:17]1[CH2:20][C:19]([F:22])([F:21])[CH2:18]1)[NH:3][C:2](=[O:23])[C:11]([CH:12]=[O:13])=[CH:10]2, predict the reactants needed to synthesize it. The reactants are: Cl[C:2]1[C:11]([CH:12]=[O:13])=[CH:10][C:9]2[C:4](=[CH:5][C:6]([O:15][CH2:16][CH:17]3[CH2:20][C:19]([F:22])([F:21])[CH2:18]3)=[C:7]([Cl:14])[CH:8]=2)[N:3]=1.[OH2:23]. (5) Given the product [F:29][C:25]1[CH:24]=[C:23]([CH:28]=[CH:27][CH:26]=1)[CH2:22][C:20]1[NH:19][N:18]=[C:17]([C:16]2[C:10]3[C:11](=[N:12][CH:13]=[C:8]([C:34]4[CH:33]=[N:32][N:31]([CH3:30])[CH:35]=4)[CH:9]=3)[NH:14][CH:15]=2)[N:21]=1, predict the reactants needed to synthesize it. The reactants are: C(=O)([O-])[O-].[Na+].[Na+].Br[C:8]1[CH:9]=[C:10]2[C:16]([C:17]3[N:21]=[C:20]([CH2:22][C:23]4[CH:28]=[CH:27][CH:26]=[C:25]([F:29])[CH:24]=4)[NH:19][N:18]=3)=[CH:15][NH:14][C:11]2=[N:12][CH:13]=1.[CH3:30][N:31]1[CH:35]=[C:34](B2OC(C)(C)C(C)(C)O2)[CH:33]=[N:32]1.